Dataset: Full USPTO retrosynthesis dataset with 1.9M reactions from patents (1976-2016). Task: Predict the reactants needed to synthesize the given product. The reactants are: [C:1]([N:5]1[C:9]([C:10]2[CH:15]=[CH:14][CH:13]=[CH:12][CH:11]=2)=[CH:8][C:7]([C:16]([O:18]CC)=O)=[N:6]1)([CH3:4])([CH3:3])[CH3:2].[NH3:21]. Given the product [C:1]([N:5]1[C:9]([C:10]2[CH:15]=[CH:14][CH:13]=[CH:12][CH:11]=2)=[CH:8][C:7]([C:16]([NH2:21])=[O:18])=[N:6]1)([CH3:4])([CH3:3])[CH3:2], predict the reactants needed to synthesize it.